This data is from Forward reaction prediction with 1.9M reactions from USPTO patents (1976-2016). The task is: Predict the product of the given reaction. (1) Given the reactants [CH:1]([C:4]1[CH:9]=[CH:8][CH:7]=[C:6]([C:10]2[CH:15]=[CH:14][CH:13]=[CH:12][CH:11]=2)[C:5]=1[O:16]C)([CH3:3])[CH3:2].B(Br)(Br)Br.O.C(OCC)C, predict the reaction product. The product is: [CH:1]([C:4]1[CH:9]=[CH:8][CH:7]=[C:6]([C:10]2[CH:15]=[CH:14][CH:13]=[CH:12][CH:11]=2)[C:5]=1[OH:16])([CH3:3])[CH3:2]. (2) Given the reactants II.[CH3:3][C@@:4]12[C:12](=[O:13])[CH2:11][CH2:10][C@H:9]1[C@@H:8]1[CH2:14][CH2:15][C:16]3[C@@H:22]([C@H:7]1[CH2:6][CH2:5]2)[CH2:21][CH2:20][C:18](=[O:19])[CH:17]=3.O=O.S([O-])([O-])(=[O:27])=S.[Na+].[Na+].[CH:32]([OH:35])([CH3:34])[CH3:33], predict the reaction product. The product is: [CH3:3][C@@:4]12[C:12](=[O:13])[CH2:11][CH2:10][C@H:9]1[C@@H:8]1[CH2:14][C:15]([C:16]3[CH:17]=[C:18]([OH:19])[CH:20]=[CH:21][C:22]=3[C@H:7]1[CH2:6][CH2:5]2)=[O:27].[CH:32]([O:35][CH:4]([CH3:5])[CH3:3])([CH3:34])[CH3:33]. (3) Given the reactants C[O:2][C:3](=[O:42])[CH2:4][CH2:5][NH:6][C:7](=[O:41])[C:8]1[CH:13]=[CH:12][C:11]([CH:14]([NH:26][C:27]([NH:29][C:30]2[CH:35]=[CH:34][C:33]([O:36][C:37]([F:40])([F:39])[F:38])=[CH:32][CH:31]=2)=[O:28])[CH:15]2[CH2:20][CH2:19][N:18]([C:21]([CH:23]3[CH2:25][CH2:24]3)=[O:22])[CH2:17][CH2:16]2)=[CH:10][CH:9]=1.[OH-].[Li+], predict the reaction product. The product is: [CH:23]1([C:21]([N:18]2[CH2:17][CH2:16][CH:15]([CH:14]([NH:26][C:27]([NH:29][C:30]3[CH:31]=[CH:32][C:33]([O:36][C:37]([F:40])([F:38])[F:39])=[CH:34][CH:35]=3)=[O:28])[C:11]3[CH:12]=[CH:13][C:8]([C:7]([NH:6][CH2:5][CH2:4][C:3]([OH:42])=[O:2])=[O:41])=[CH:9][CH:10]=3)[CH2:20][CH2:19]2)=[O:22])[CH2:24][CH2:25]1. (4) Given the reactants Br[C:2]1[CH:3]=[C:4]([NH:10][C:11]2[CH:16]=[CH:15][C:14]([N:17]3[CH2:22][C@@H:21]([CH3:23])[N:20]([CH:24]4[CH2:27][O:26][CH2:25]4)[CH2:19][C@@H:18]3[CH3:28])=[CH:13][N:12]=2)[C:5](=[O:9])[N:6]([CH3:8])[CH:7]=1.[C:29]([O:32][CH2:33][C:34]1[C:39](B2OC(C)(C)C(C)(C)O2)=[CH:38][C:37]([F:49])=[CH:36][C:35]=1[N:50]1[CH2:62][CH2:61][N:53]2[C:54]3[CH2:55][CH2:56][CH2:57][CH2:58][C:59]=3[CH:60]=[C:52]2[C:51]1=[O:63])(=[O:31])[CH3:30], predict the reaction product. The product is: [C:29]([O:32][CH2:33][C:34]1[C:35]([N:50]2[CH2:62][CH2:61][N:53]3[C:54]4[CH2:55][CH2:56][CH2:57][CH2:58][C:59]=4[CH:60]=[C:52]3[C:51]2=[O:63])=[CH:36][C:37]([F:49])=[CH:38][C:39]=1[C:2]1[CH:3]=[C:4]([NH:10][C:11]2[CH:16]=[CH:15][C:14]([N:17]3[CH2:22][C@@H:21]([CH3:23])[N:20]([CH:24]4[CH2:25][O:26][CH2:27]4)[CH2:19][C@@H:18]3[CH3:28])=[CH:13][N:12]=2)[C:5](=[O:9])[N:6]([CH3:8])[CH:7]=1)(=[O:31])[CH3:30]. (5) Given the reactants [O:1]1[CH2:6][CH2:5][CH:4]([NH2:7])[CH2:3][CH2:2]1.C1(S([N:17]2[C:21]3=[N:22][CH:23]=[CH:24][CH:25]=[C:20]3[C:19]([C:26]3[CH:31]=[CH:30][N:29]=[C:28](Cl)[N:27]=3)=[CH:18]2)(=O)=O)C=CC=CC=1, predict the reaction product. The product is: [O:1]1[CH2:6][CH2:5][CH:4]([NH:7][C:28]2[N:27]=[C:26]([C:19]3[C:20]4[C:21](=[N:22][CH:23]=[CH:24][CH:25]=4)[NH:17][CH:18]=3)[CH:31]=[CH:30][N:29]=2)[CH2:3][CH2:2]1.